Predict the reaction yield, written as a fraction of the theoretical maximum amount of product (1.0 means a 100% yield; for example, 0.34 means a 34% yield). From a dataset of Reaction yield outcomes from USPTO patents with 853,638 reactions. (1) The reactants are [Cl:1][C:2]1[CH:7]=[CH:6][C:5]([C:8]([CH3:29])([CH3:28])[CH2:9][C:10]([OH:27])([C:23]([F:26])([F:25])[F:24])[CH:11]=[N:12][C:13]2[CH:22]=[CH:21][CH:20]=[C:19]3[C:14]=2[CH:15]=[CH:16][N:17]=[CH:18]3)=[C:4]([O:30]C)[C:3]=1[F:32].B(Br)(Br)Br.C(=O)(O)[O-:38].[Na+].C(OCC)(=O)C. The catalyst is ClCCl. The product is [Cl:1][C:2]1[CH:7]=[C:6]2[C:5]([C:8]([CH3:28])([CH3:29])[CH2:9][C:10]([OH:27])([C:23]([F:24])([F:25])[F:26])[CH:11]2[NH:12][C:13]2[CH:22]=[CH:21][CH:20]=[C:19]3[C:14]=2[CH:15]=[CH:16][NH:17][C:18]3=[O:38])=[C:4]([OH:30])[C:3]=1[F:32]. The yield is 0.316. (2) The yield is 0.970. The reactants are [NH2:1][C:2]1[CH:7]=[C:6]([F:8])[CH:5]=[CH:4][C:3]=1[SH:9].Br[CH2:11][C:12]1[CH:17]=[CH:16][CH:15]=[C:14]([N+:18]([O-:20])=[O:19])[CH:13]=1.C([O-])([O-])=O.[K+].[K+]. The catalyst is CN(C=O)C. The product is [F:8][C:6]1[CH:5]=[CH:4][C:3]([S:9][CH2:11][C:12]2[CH:17]=[CH:16][CH:15]=[C:14]([N+:18]([O-:20])=[O:19])[CH:13]=2)=[C:2]([CH:7]=1)[NH2:1]. (3) The reactants are Br[C:2]1[C:7]([C:8]([F:11])([F:10])[F:9])=[CH:6][C:5]([NH:12][C:13]2[N:17]=[C:16]([NH2:18])[NH:15][N:14]=2)=[CH:4][C:3]=1[Cl:19].[CH3:20][NH:21][C:22](=[O:38])[C:23]1[CH:28]=[CH:27][C:26](B2OC(C)(C)C(C)(C)O2)=[CH:25][N:24]=1.C(=O)([O-])[O-].[Na+].[Na+].O. No catalyst specified. The product is [NH2:18][C:16]1[NH:15][N:14]=[C:13]([NH:12][C:5]2[CH:6]=[C:7]([C:8]([F:11])([F:10])[F:9])[C:2]([C:26]3[CH:27]=[CH:28][C:23]([C:22]([NH:21][CH3:20])=[O:38])=[N:24][CH:25]=3)=[C:3]([Cl:19])[CH:4]=2)[N:17]=1. The yield is 0.200. (4) The reactants are C1COCC1.CO.C[Si]([C:12]#[C:13][C:14]1[CH:15]=[CH:16][C:17]2[N:18]([CH3:33])[C:19]3[C:24]([C:25]=2[CH:26]=1)=[CH:23][C:22]([C:27]#[C:28][Si](C)(C)C)=[CH:21][CH:20]=3)(C)C.[OH-].[Na+]. The catalyst is C(Cl)Cl.O. The product is [C:27]([C:22]1[CH:21]=[CH:20][C:19]2[N:18]([CH3:33])[C:17]3[C:25]([C:24]=2[CH:23]=1)=[CH:26][C:14]([C:13]#[CH:12])=[CH:15][CH:16]=3)#[CH:28]. The yield is 0.810. (5) The reactants are [Cl:1][C:2]1[CH:7]=[CH:6][CH:5]=[C:4]([N+:8]([O-:10])=[O:9])[C:3]=1[S:11][C:12]1[NH:13][CH:14]=[C:15]([N+:17]([O-:19])=[O:18])[N:16]=1.[CH3:20]N(C)C=O.C(=O)([O-])[O-].[K+].[K+].[F-].[Cs+].[C:33]([O:36][CH2:37][CH3:38])(=O)C. The catalyst is O. The product is [Cl:1][C:2]1[CH:7]=[CH:6][CH:5]=[C:4]([N+:8]([O-:10])=[O:9])[C:3]=1[S:11][C:12]1[N:13]([CH2:20][C@:37]2([CH3:38])[CH2:33][O:36]2)[CH:14]=[C:15]([N+:17]([O-:19])=[O:18])[N:16]=1. The yield is 0.610. (6) The reactants are Cl.[F:2][C:3]1[CH:4]=[C:5]2[C:10](=[CH:11][CH:12]=1)[O:9][CH2:8][CH:7]=[C:6]2[CH2:13][NH2:14]. The catalyst is CO.CC(O)=O.[Ni]. The product is [F:2][C:3]1[CH:4]=[C:5]2[C:10](=[CH:11][CH:12]=1)[O:9][CH2:8][CH2:7][CH:6]2[CH2:13][NH2:14]. The yield is 0.360. (7) The reactants are [F:1][C:2]1[CH:3]=[C:4]([CH:6]=[CH:7][C:8]=1[O:9][C:10]1[CH:15]=[CH:14][N:13]=[C:12]2[CH:16]=[C:17](I)[S:18][C:11]=12)[NH2:5].[CH2:20]([NH:23][C:24](=[O:31])[CH2:25][N:26]1[CH2:30][CH2:29][CH2:28][CH2:27]1)[C:21]#[CH:22]. No catalyst specified. The product is [NH2:5][C:4]1[CH:6]=[CH:7][C:8]([O:9][C:10]2[CH:15]=[CH:14][N:13]=[C:12]3[CH:16]=[C:17]([C:22]#[C:21][CH2:20][NH:23][C:24](=[O:31])[CH2:25][N:26]4[CH2:30][CH2:29][CH2:28][CH2:27]4)[S:18][C:11]=23)=[C:2]([F:1])[CH:3]=1. The yield is 0.650.